From a dataset of Full USPTO retrosynthesis dataset with 1.9M reactions from patents (1976-2016). Predict the reactants needed to synthesize the given product. (1) Given the product [C:1]([O:5][C:6](=[O:9])[CH2:7][O:12][CH2:11][CH2:10][C:13]([F:36])([F:37])[C:14]([F:34])([F:35])[C:15]([F:32])([F:33])[C:16]([F:30])([F:31])[C:17]([F:28])([F:29])[C:18]([F:26])([F:27])[C:19]([F:25])([F:24])[C:20]([F:23])([F:22])[F:21])([CH3:4])([CH3:3])[CH3:2], predict the reactants needed to synthesize it. The reactants are: [C:1]([O:5][C:6](=[O:9])[CH2:7]Br)([CH3:4])([CH3:3])[CH3:2].[CH2:10]([C:13]([F:37])([F:36])[C:14]([F:35])([F:34])[C:15]([F:33])([F:32])[C:16]([F:31])([F:30])[C:17]([F:29])([F:28])[C:18]([F:27])([F:26])[C:19]([F:25])([F:24])[C:20]([F:23])([F:22])[F:21])[CH2:11][OH:12].C1(C)C=CC=CC=1. (2) Given the product [CH3:19][O:20][C:21]([C@@H:23]1[CH2:27][C@@H:26]([O:28][Si:5]([C:2]([CH3:4])([CH3:3])[CH3:1])([C:12]2[CH:17]=[CH:16][CH:15]=[CH:14][CH:13]=2)[C:6]2[CH:11]=[CH:10][CH:9]=[CH:8][CH:7]=2)[CH2:25][N:24]1[C:29](=[O:42])[NH:30][C:31]1[CH:32]=[CH:33][C:34]([O:37][C:38]([F:39])([F:40])[F:41])=[CH:35][CH:36]=1)=[O:22], predict the reactants needed to synthesize it. The reactants are: [CH3:1][C:2]([Si:5](Cl)([C:12]1[CH:17]=[CH:16][CH:15]=[CH:14][CH:13]=1)[C:6]1[CH:11]=[CH:10][CH:9]=[CH:8][CH:7]=1)([CH3:4])[CH3:3].[CH3:19][O:20][C:21]([C@@H:23]1[CH2:27][C@@H:26]([OH:28])[CH2:25][N:24]1[C:29](=[O:42])[NH:30][C:31]1[CH:36]=[CH:35][C:34]([O:37][C:38]([F:41])([F:40])[F:39])=[CH:33][CH:32]=1)=[O:22].N1C=CN=C1.O. (3) Given the product [CH2:1]([O:3][C:4]1[CH:10]=[CH:9][C:7]([NH:8][CH:12]2[CH2:17][CH2:16][N:15]([C@H:18]([CH3:22])[CH2:19][C:20]#[N:21])[CH2:14][CH2:13]2)=[CH:6][CH:5]=1)[CH3:2], predict the reactants needed to synthesize it. The reactants are: [CH2:1]([O:3][C:4]1[CH:10]=[CH:9][C:7]([NH2:8])=[CH:6][CH:5]=1)[CH3:2].O=[C:12]1[CH2:17][CH2:16][N:15]([C@H:18]([CH3:22])[CH2:19][C:20]#[N:21])[CH2:14][CH2:13]1.[BH-](OC(C)=O)(OC(C)=O)OC(C)=O.[Na+].C([O-])(O)=O.[Na+].[OH-].[Na+]. (4) Given the product [Cl:25][C:17]1[CH:18]=[C:19]([NH:22][C:23]([N:6]2[CH2:7][CH2:8][C:9]3[O:1][N:2]=[C:3]([C:10]([O:12][CH2:13][CH3:14])=[O:11])[C:4]=3[CH2:5]2)=[O:24])[CH:20]=[CH:21][C:16]=1[Cl:15], predict the reactants needed to synthesize it. The reactants are: [O:1]1[C:9]2[CH2:8][CH2:7][NH:6][CH2:5][C:4]=2[C:3]([C:10]([O:12][CH2:13][CH3:14])=[O:11])=[N:2]1.[Cl:15][C:16]1[CH:21]=[CH:20][C:19]([N:22]=[C:23]=[O:24])=[CH:18][C:17]=1[Cl:25]. (5) Given the product [Cl:1][C:2]1[CH:7]=[CH:6][C:5]([C@H:8]2[C@@H:12]([C:13]3[CH:14]=[CH:15][C:16]([Cl:19])=[CH:17][CH:18]=3)[N:11]([C:20]([N:35]3[CH2:36][CH2:37][N:32]([CH2:38][C:39]([NH2:41])=[O:40])[CH2:33][CH2:34]3)=[O:21])[C:10]([C:23]3[S:24][CH:25]=[CH:26][C:27]=3[O:28][CH2:29][CH3:30])=[N:9]2)=[CH:4][CH:3]=1, predict the reactants needed to synthesize it. The reactants are: [Cl:1][C:2]1[CH:7]=[CH:6][C:5]([C@H:8]2[C@@H:12]([C:13]3[CH:18]=[CH:17][C:16]([Cl:19])=[CH:15][CH:14]=3)[N:11]([C:20](Cl)=[O:21])[C:10]([C:23]3[S:24][CH:25]=[CH:26][C:27]=3[O:28][CH2:29][CH3:30])=[N:9]2)=[CH:4][CH:3]=1.Cl.[N:32]1([CH2:38][C:39]([NH2:41])=[O:40])[CH2:37][CH2:36][NH:35][CH2:34][CH2:33]1. (6) Given the product [CH2:2]([S:35]([C:15]1[CH:20]=[CH:19][CH:18]=[CH:17][C:16]=1[C:21]1[N:30]=[CH:29][C:28]2[C:23](=[CH:24][C:25]([C:31]([F:34])([F:33])[F:32])=[CH:26][CH:27]=2)[N:22]=1)(=[O:39])=[O:37])[CH3:3], predict the reactants needed to synthesize it. The reactants are: Cl[C:2]1C=CC=C(C(OO)=O)[CH:3]=1.C(S[C:15]1[CH:20]=[CH:19][CH:18]=[CH:17][C:16]=1[C:21]1[N:30]=[CH:29][C:28]2[C:23](=[CH:24][C:25]([C:31]([F:34])([F:33])[F:32])=[CH:26][CH:27]=2)[N:22]=1)C.[S:35]([O-:39])([O-])(=[O:37])=S.[Na+].[Na+]. (7) Given the product [I:10][C:2]1[CH:7]=[C:6]([S:8][CH3:9])[N:5]=[CH:4][N:3]=1, predict the reactants needed to synthesize it. The reactants are: Cl[C:2]1[CH:7]=[C:6]([S:8][CH3:9])[N:5]=[CH:4][N:3]=1.[IH:10].